Dataset: Peptide-MHC class I binding affinity with 185,985 pairs from IEDB/IMGT. Task: Regression. Given a peptide amino acid sequence and an MHC pseudo amino acid sequence, predict their binding affinity value. This is MHC class I binding data. (1) The binding affinity (normalized) is 0.460. The peptide sequence is LTVKHMANV. The MHC is HLA-A26:01 with pseudo-sequence HLA-A26:01. (2) The peptide sequence is AYIAFPTSCHMFI. The MHC is HLA-B35:01 with pseudo-sequence HLA-B35:01. The binding affinity (normalized) is 0. (3) The peptide sequence is GESVKTQFNY. The MHC is HLA-B44:02 with pseudo-sequence HLA-B44:02. The binding affinity (normalized) is 0.429. (4) The peptide sequence is KPIPHRTVL. The MHC is HLA-B08:01 with pseudo-sequence HLA-B08:01. The binding affinity (normalized) is 0.601. (5) The peptide sequence is NTIVFGIYK. The MHC is HLA-A68:01 with pseudo-sequence HLA-A68:01. The binding affinity (normalized) is 0.352. (6) The binding affinity (normalized) is 0. The peptide sequence is DSKEGFFTY. The MHC is HLA-A24:02 with pseudo-sequence HLA-A24:02. (7) The peptide sequence is DPNFHQAVM. The binding affinity (normalized) is 0.0847. The MHC is HLA-A02:11 with pseudo-sequence HLA-A02:11.